From a dataset of Full USPTO retrosynthesis dataset with 1.9M reactions from patents (1976-2016). Predict the reactants needed to synthesize the given product. (1) The reactants are: [S:1]([N:11]1[C:15]2=[N:16][CH:17]=[C:18]([NH:20][C:21](=[O:27])[O:22][C:23]([CH3:26])([CH3:25])[CH3:24])[N:19]=[C:14]2[CH:13]=[CH:12]1)([C:4]1[CH:10]=[CH:9][C:7]([CH3:8])=[CH:6][CH:5]=1)(=[O:3])=[O:2].[H-].[Na+].Br[CH2:31][C:32]([CH:34]1[CH2:38][CH:37]([N:39]([CH2:47][C:48]2[CH:53]=[CH:52][CH:51]=[CH:50][CH:49]=2)[CH2:40][C:41]2[CH:46]=[CH:45][CH:44]=[CH:43][CH:42]=2)[CH2:36][CH:35]1[CH3:54])=[O:33]. Given the product [CH2:47]([N:39]([CH2:40][C:41]1[CH:42]=[CH:43][CH:44]=[CH:45][CH:46]=1)[CH:37]1[CH2:38][CH:34]([C:32](=[O:33])[CH2:31][N:20]([C:18]2[N:19]=[C:14]3[CH:13]=[CH:12][N:11]([S:1]([C:4]4[CH:5]=[CH:6][C:7]([CH3:8])=[CH:9][CH:10]=4)(=[O:3])=[O:2])[C:15]3=[N:16][CH:17]=2)[C:21](=[O:27])[O:22][C:23]([CH3:24])([CH3:26])[CH3:25])[CH:35]([CH3:54])[CH2:36]1)[C:48]1[CH:49]=[CH:50][CH:51]=[CH:52][CH:53]=1, predict the reactants needed to synthesize it. (2) Given the product [CH3:26][N:27]1[CH2:32][CH2:31][C:30]2[N:8]([CH2:12][C:13]([O:15][CH2:16][CH3:17])=[O:14])[C:5]3[CH:4]=[CH:3][C:2]([CH3:10])=[CH:7][C:6]=3[C:29]=2[CH2:28]1, predict the reactants needed to synthesize it. The reactants are: Cl.[C:2]1([CH3:10])[CH:7]=[CH:6][C:5]([NH:8]N)=[CH:4][CH:3]=1.Br[CH2:12][C:13]([O:15][CH2:16][CH3:17])=[O:14].C(N(CC)CC)C.Cl.[CH3:26][N:27]1[CH2:32][CH2:31][C:30](=O)[CH2:29][CH2:28]1. (3) Given the product [S:1]1[C:5]2[CH:6]=[CH:7][CH:8]=[CH:9][C:4]=2[C:3]([CH2:10][CH2:11][CH2:12][NH2:13])=[CH:2]1, predict the reactants needed to synthesize it. The reactants are: [S:1]1[C:5]2[CH:6]=[CH:7][CH:8]=[CH:9][C:4]=2[C:3]([CH2:10][CH2:11][C:12]#[N:13])=[CH:2]1.C(Cl)Cl.CO. (4) Given the product [C:31]([OH:33])(=[O:32])[CH3:29].[Cl:19][C:20]1[CH:21]=[CH:22][C:23]([C:26]2[S:30][C:29]3[C:31](=[O:32])[N:18]([CH2:17][C:13]4[CH:14]=[CH:15][CH:16]=[C:11]([O:10][CH:7]5[CH2:8][CH2:9][N:4]([CH:1]([CH3:3])[CH3:2])[CH2:5][CH2:6]5)[CH:12]=4)[CH:36]=[N:35][C:28]=3[CH:27]=2)=[CH:24][CH:25]=1, predict the reactants needed to synthesize it. The reactants are: [CH:1]([N:4]1[CH2:9][CH2:8][CH:7]([O:10][C:11]2[CH:12]=[C:13]([CH2:17][NH2:18])[CH:14]=[CH:15][CH:16]=2)[CH2:6][CH2:5]1)([CH3:3])[CH3:2].[Cl:19][C:20]1[CH:25]=[CH:24][C:23]([C:26]2[S:30][C:29]([C:31]([O:33]C)=[O:32])=[C:28](/[N:35]=[CH:36]/N(C)C)[CH:27]=2)=[CH:22][CH:21]=1.